Dataset: Drug-target binding data from BindingDB using IC50 measurements. Task: Regression. Given a target protein amino acid sequence and a drug SMILES string, predict the binding affinity score between them. We predict pIC50 (pIC50 = -log10(IC50 in M); higher means more potent). Dataset: bindingdb_ic50. (1) The drug is CC(c1cc2ccccc2s1)N(O)C(N)=O. The target protein (O35235) has sequence MRRASRDYGKYLRSSEEMGSGPGVPHEGPLHPAPSAPAPAPPPAASRSMFLALLGLGLGQVVCSIALFLYFRAQMDPNRISEDSTHCFYRILRLHENADLQDSTLESEDTLPDSCRRMKQAFQGAVQKELQHIVGPQRFSGAPAMMEGSWLDVAQRGKPEAQPFAHLTINAASIPSGSHKVTLSSWYHDRGWAKISNMTLSNGKLRVNQDGFYYLYANICFRHHETSGSVPTDYLQLMVYVVKTSIKIPSSHNLMKGGSTKNWSGNSEFHFYSINVGGFFKLRAGEEISIQVSNPSLLDPDQDATYFGAFKVQDID. The pIC50 is 4.7. (2) The drug is CCCCCCCCc1cn(CC(N)=O)c2cc(-c3ccccc3)ccc12. The target protein (P32584) has sequence MHQDFQEDEHEYPDIRRNPLHEVTMTSYILGILLGIFVGLFPQIRFKNFNLFIIALSLFHFLEYYITAKYNPLKVHSESFLLNNGKSYMAAHSFAILECLVESFLFPDLKIFSYSLATKLCTVLGCLLVILGQYTRTIAMHTAGHSFSHIVKTKKESDHVLVKTGVYSWSRHPSYLGFFWWAIGTQLLLLNPLSLVIFIFVLWKFFSDRIRVEEKYLIEFFSAEYIEYKNKVGVGIPFI. The pIC50 is 5.6. (3) The small molecule is CCCCCCCCCCCCCCCC(=O)O[C@@H](CC(=O)[O-])C[N+](C)(C)C. The target protein (O43772) has sequence MADQPKPISPLKNLLAGGFGGVCLVFVGHPLDTVKVRLQTQPPSLPGQPPMYSGTFDCFRKTLFREGITGLYRGMAAPIIGVTPMFAVCFFGFGLGKKLQQKHPEDVLSYPQLFAAGMLSGVFTTGIMTPGERIKCLLQIQASSGESKYTGTLDCAKKLYQEFGIRGIYKGTVLTLMRDVPASGMYFMTYEWLKNIFTPEGKRVSELSAPRILVAGGIAGIFNWAVAIPPDVLKSRFQTAPPGKYPNGFRDVLRELIRDEGVTSLYKGFNAVMIRAFPANAACFLGFEVAMKFLNWATPNL. The pIC50 is 4.5. (4) The drug is CCCc1nc2c(C)cc(C(=O)NCc3ccc(OC)cc3)cc2n1Cc1ccc(-c2ccccc2C(=O)O)cc1. The target protein (P30556) has sequence MILNSSTEDGIKRIQDDCPKAGRHNYIFVMIPTLYSIIFVVGIFGNSLVVIVIYFYMKLKTVASVFLLNLALADLCFLLTLPLWAVYTAMEYRWPFGNYLCKIASASVSFNLYASVFLLTCLSIDRYLAIVHPMKSRLRRTMLVAKVTCIIIWLLAGLASLPAIIHRNVFFIENTNITVCAFHYESQNSTLPIGLGLTKNILGFLFPFLIILTSYTLIWKALKKAYEIQKNKPRNDDIFKIIMAIVLFFFFSWIPHQIFTFLDVLIQLGIIRDCRIADIVDTAMPITICIAYFNNCLNPLFYGFLGKKFKRYFLQLLKYIPPKAKSHSNLSTKMSTLSYRPSDNVSSSTKKPAPCFEVE. The pIC50 is 8.4.